Dataset: Full USPTO retrosynthesis dataset with 1.9M reactions from patents (1976-2016). Task: Predict the reactants needed to synthesize the given product. (1) Given the product [NH:3]1[CH2:8][CH2:7][CH2:6][CH2:5][C@@H:4]1[CH2:9][O:10][C:12]1[CH:21]=[CH:20][CH:19]=[C:18]2[C:13]=1[C:14]([NH:22][C:23]1[CH:24]=[C:25]3[C:29](=[CH:30][CH:31]=1)[N:28]([CH2:32][C:33]1[CH:38]=[CH:37][CH:36]=[CH:35][N:34]=1)[CH:27]=[CH:26]3)=[N:15][CH:16]=[N:17]2, predict the reactants needed to synthesize it. The reactants are: [H-].[Na+].[NH:3]1[CH2:8][CH2:7][CH2:6][CH2:5][C@@H:4]1[CH2:9][OH:10].F[C:12]1[CH:21]=[CH:20][CH:19]=[C:18]2[C:13]=1[C:14]([NH:22][C:23]1[CH:24]=[C:25]3[C:29](=[CH:30][CH:31]=1)[N:28]([CH2:32][C:33]1[CH:38]=[CH:37][CH:36]=[CH:35][N:34]=1)[CH:27]=[CH:26]3)=[N:15][CH:16]=[N:17]2. (2) Given the product [CH2:1]([O:3][C:4](=[O:14])[NH:5][C:6]1[CH:11]=[CH:10][C:9]([CH2:12][NH:20][C:19]2[CH:21]=[CH:22][C:16]([Cl:15])=[CH:17][CH:18]=2)=[CH:8][CH:7]=1)[CH3:2], predict the reactants needed to synthesize it. The reactants are: [CH2:1]([O:3][C:4](=[O:14])[NH:5][C:6]1[CH:11]=[CH:10][C:9]([CH:12]=O)=[CH:8][CH:7]=1)[CH3:2].[Cl:15][C:16]1[CH:22]=[CH:21][C:19]([NH2:20])=[CH:18][CH:17]=1.C([BH3-])#N.[Na+].C(=O)([O-])O.[Na+]. (3) Given the product [NH:1]1[C:9]2[C:4](=[CH:5][CH:6]=[CH:7][CH:8]=2)[CH:3]=[C:2]1[C:10]([O:12][CH3:18])=[O:11], predict the reactants needed to synthesize it. The reactants are: [NH:1]1[C:9]2[C:4](=[CH:5][CH:6]=[CH:7][CH:8]=2)[CH:3]=[C:2]1[C:10]([OH:12])=[O:11].S(=O)(=O)(O)O.[CH3:18]O.